From a dataset of Full USPTO retrosynthesis dataset with 1.9M reactions from patents (1976-2016). Predict the reactants needed to synthesize the given product. Given the product [CH2:15]([O:17][C:18](=[O:21])[CH2:19][NH:20][CH2:10][C:9]1[CH:12]=[CH:13][C:6]([N:1]2[CH:5]=[N:4][CH:3]=[N:2]2)=[CH:7][CH:8]=1)[CH3:16], predict the reactants needed to synthesize it. The reactants are: [N:1]1([C:6]2[CH:13]=[CH:12][C:9]([CH:10]=O)=[CH:8][CH:7]=2)[CH:5]=[N:4][CH:3]=[N:2]1.Cl.[CH2:15]([O:17][C:18](=[O:21])[CH2:19][NH2:20])[CH3:16].C(N(CC)CC)C.[O-]S([O-])(=O)=O.[Mg+2].[BH4-].[Na+].